From a dataset of Full USPTO retrosynthesis dataset with 1.9M reactions from patents (1976-2016). Predict the reactants needed to synthesize the given product. (1) The reactants are: [C:1]([O:4][C:5]1[CH:10]=[CH:9][C:8]([OH:11])=[C:7]([C:12]#[N:13])[C:6]=1[Br:14])(=[O:3])[CH3:2].Cl[CH2:16][C:17](=[O:19])[CH3:18].C([O-])([O-])=O.[K+].[K+]. Given the product [C:17]([C:18]1[O:11][C:8]2[CH:9]=[CH:10][C:5]([O:4][C:1]([CH3:2])=[O:3])=[C:6]([Br:14])[C:7]=2[C:12]=1[NH2:13])(=[O:19])[CH3:16], predict the reactants needed to synthesize it. (2) Given the product [C:14]([O:23][C@H:22]([C@@H:4]1[C:3]([CH3:11])=[CH:2][CH2:8][C@@H:7]2[C@H:5]1[C:6]2([CH3:9])[CH3:10])[CH3:21])(=[O:16])[CH3:15], predict the reactants needed to synthesize it. The reactants are: C[C:2]1[CH:3]([C:11](=O)C)[CH2:4][CH:5]2[CH:7]([CH:8]=1)[C:6]2([CH3:10])[CH3:9].[CH:14](=[O:16])[CH3:15].B(F)(F)F.[CH3:21][CH2:22][O:23]CC. (3) The reactants are: [C:1]([O:5][C:6]([N:8]1[CH2:12][CH2:11][CH2:10][C@H:9]1[CH2:13][NH:14][C:15]1[C:16]([O:29][C:30]2[CH:35]=[CH:34][C:33]([O:36][CH3:37])=[CH:32][CH:31]=2)=[N:17][C:18]([C:21]2[CH:22]=[N:23][CH:24]=[C:25]([CH:27]=[O:28])[CH:26]=2)=[N:19][CH:20]=1)=[O:7])([CH3:4])([CH3:3])[CH3:2].[Li+].[BH4-]. Given the product [C:1]([O:5][C:6]([N:8]1[CH2:12][CH2:11][CH2:10][C@H:9]1[CH2:13][NH:14][C:15]1[C:16]([O:29][C:30]2[CH:31]=[CH:32][C:33]([O:36][CH3:37])=[CH:34][CH:35]=2)=[N:17][C:18]([C:21]2[CH:22]=[N:23][CH:24]=[C:25]([CH2:27][OH:28])[CH:26]=2)=[N:19][CH:20]=1)=[O:7])([CH3:4])([CH3:3])[CH3:2], predict the reactants needed to synthesize it. (4) The reactants are: Br[C:2]1[CH:3]=[N:4][C:5]2[N:6]([CH:8]=[C:9]([CH2:11][O:12][C:13]3[CH:18]=[CH:17][CH:16]=[CH:15][N:14]=3)[N:10]=2)[CH:7]=1.[CH:19]([C:21]1[CH:26]=[CH:25][C:24](B(O)O)=[C:23]([C:30]([F:33])([F:32])[F:31])[CH:22]=1)=[O:20]. Given the product [N:14]1[CH:15]=[CH:16][CH:17]=[CH:18][C:13]=1[O:12][CH2:11][C:9]1[N:10]=[C:5]2[N:4]=[CH:3][C:2]([C:24]3[CH:25]=[CH:26][C:21]([CH:19]=[O:20])=[CH:22][C:23]=3[C:30]([F:31])([F:33])[F:32])=[CH:7][N:6]2[CH:8]=1, predict the reactants needed to synthesize it. (5) Given the product [NH2:32][C:31]1[N:33]=[CH:4][C:5]2[CH2:11][CH2:10][CH2:9][C:8]3[CH:12]=[C:13]([N:17]4[CH2:21][C@H:20]([CH2:22][NH:23][C:24](=[O:26])[CH3:25])[O:19][C:18]4=[O:27])[C:14]([F:16])=[CH:15][C:7]=3[C:6]=2[N:30]=1, predict the reactants needed to synthesize it. The reactants are: CN([CH:4]=[C:5]1[CH2:11][CH2:10][CH2:9][C:8]2[CH:12]=[C:13]([N:17]3[CH2:21][C@H:20]([CH2:22][NH:23][C:24](=[O:26])[CH3:25])[O:19][C:18]3=[O:27])[C:14]([F:16])=[CH:15][C:7]=2[C:6]1=O)C.Cl.[NH2:30][C:31]([NH2:33])=[NH:32].C(=O)([O-])[O-].[K+].[K+].